The task is: Predict which catalyst facilitates the given reaction.. This data is from Catalyst prediction with 721,799 reactions and 888 catalyst types from USPTO. (1) Reactant: [F:1][C:2]1([F:14])[O:7][C:6]2[CH:8]=[C:9]([F:12])[CH:10]=[CH:11][C:5]=2[NH:4][C:3]1=[O:13].S(=O)(=O)(O)O.[N+:20]([O-])([OH:22])=[O:21]. Product: [F:14][C:2]1([F:1])[O:7][C:6]2[CH:8]=[C:9]([F:12])[C:10]([N+:20]([O-:22])=[O:21])=[CH:11][C:5]=2[NH:4][C:3]1=[O:13]. The catalyst class is: 6. (2) Reactant: [CH3:1][O:2][C:3]([C:5]1[NH:6][N:7]=[C:8]([O:10][CH2:11][C:12]2[C:13]([C:18]3[CH:23]=[CH:22][C:21]([F:24])=[CH:20][N:19]=3)=[N:14][O:15][C:16]=2[CH3:17])[CH:9]=1)=[O:4].[C:25](=O)([O-])[O-].[Cs+].[Cs+].CI. Product: [CH3:1][O:2][C:3]([C:5]1[N:6]([CH3:25])[N:7]=[C:8]([O:10][CH2:11][C:12]2[C:13]([C:18]3[CH:23]=[CH:22][C:21]([F:24])=[CH:20][N:19]=3)=[N:14][O:15][C:16]=2[CH3:17])[CH:9]=1)=[O:4]. The catalyst class is: 3. (3) The catalyst class is: 17. Product: [F:32][C:14]([F:13])([F:31])[C:15]1[CH:16]=[CH:17][C:18]([C:21]2[CH:22]=[C:23]3[C:28](=[CH:29][CH:30]=2)[N:27]([C:6]2[CH:7]=[CH:8][C:3]([C:1]#[N:2])=[CH:4][CH:5]=2)[CH2:26][CH2:25][CH2:24]3)=[CH:19][CH:20]=1. Reactant: [C:1]([C:3]1[CH:8]=[CH:7][C:6](S(Cl)(=O)=O)=[CH:5][CH:4]=1)#[N:2].[F:13][C:14]([F:32])([F:31])[C:15]1[CH:20]=[CH:19][C:18]([C:21]2[CH:22]=[C:23]3[C:28](=[CH:29][CH:30]=2)[NH:27][CH2:26][CH2:25][CH2:24]3)=[CH:17][CH:16]=1. (4) Reactant: [K].[NH:2]1[CH2:6][CH2:5][CH2:4][C:3]1=[O:7].[Br:8][C:9]([CH2:11]Br)=[CH2:10]. Product: [Br:8][C:9](=[CH2:10])[CH2:11][N:2]1[CH2:6][CH2:5][CH2:4][C:3]1=[O:7]. The catalyst class is: 93. (5) Reactant: [Cl:1][C:2]1[C:11]2[C:6](=[CH:7][C:8]([S:12]([O:15]C3C(F)=C(F)C(F)=C(F)C=3F)(=[O:14])=O)=[CH:9][CH:10]=2)[CH:5]=[N:4][C:3]=1[O:27][CH3:28].C1COCC1.[CH3:34][O:35][C:36]1[CH:48]=[CH:47][C:39]([CH2:40][NH:41][C:42]2[CH:46]=[CH:45][O:44][N:43]=2)=[CH:38][CH:37]=1.C[Si]([N-][Si](C)(C)C)(C)C.[Li+]. Product: [Cl:1][C:2]1[C:11]2[C:6](=[CH:7][C:8]([S:12]([N:41]([C:42]3[CH:46]=[CH:45][O:44][N:43]=3)[CH2:40][C:39]3[CH:38]=[CH:37][C:36]([O:35][CH3:34])=[CH:48][CH:47]=3)(=[O:14])=[O:15])=[CH:9][CH:10]=2)[CH:5]=[N:4][C:3]=1[O:27][CH3:28]. The catalyst class is: 33. (6) Reactant: C(O)(=O)/C=C\C(O)=O.[C:9]1([C@H:15]([NH:17][C@H:18]([CH2:27][C:28]2[CH:33]=[C:32]([F:34])[C:31]([F:35])=[CH:30][C:29]=2[F:36])[CH2:19][C:20]([O:22]C(C)(C)C)=[O:21])[CH3:16])[CH:14]=[CH:13][CH:12]=[CH:11][CH:10]=1.S(=O)(=O)(O)O.[OH-].[Na+].N. Product: [C:9]1([C@H:15]([NH:17][C@H:18]([CH2:27][C:28]2[CH:33]=[C:32]([F:34])[C:31]([F:35])=[CH:30][C:29]=2[F:36])[CH2:19][C:20]([OH:22])=[O:21])[CH3:16])[CH:14]=[CH:13][CH:12]=[CH:11][CH:10]=1. The catalyst class is: 6. (7) Reactant: [OH:1][N:2]=[C:3](Cl)[C:4]1[CH:9]=[CH:8][CH:7]=[CH:6][N:5]=1.[F:11][C:12]([F:21])([F:20])[C:13]#[C:14][C:15]([O:17][CH2:18][CH3:19])=[O:16].C(N(CC)CC)C. Product: [N:5]1[CH:6]=[CH:7][CH:8]=[CH:9][C:4]=1[C:3]1[C:13]([C:12]([F:11])([F:21])[F:20])=[C:14]([C:15]([O:17][CH2:18][CH3:19])=[O:16])[O:1][N:2]=1. The catalyst class is: 4. (8) Reactant: [C:1]([N:9]1[CH2:22][CH2:21][C:20]2[C:19]3[CH:18]=[C:17]([O:23][C:24]4[CH:29]=[CH:28][CH:27]=[CH:26][CH:25]=4)[CH:16]=[CH:15][C:14]=3[NH:13][C:12]=2[CH2:11][CH2:10]1)(=O)[C:2]1[CH:7]=[CH:6][CH:5]=[CH:4][CH:3]=1.[H-].[Al+3].[Li+].[H-].[H-].[H-].O.[OH-].[Na+]. Product: [CH2:1]([N:9]1[CH2:22][CH2:21][C:20]2[C:19]3[CH:18]=[C:17]([O:23][C:24]4[CH:29]=[CH:28][CH:27]=[CH:26][CH:25]=4)[CH:16]=[CH:15][C:14]=3[NH:13][C:12]=2[CH2:11][CH2:10]1)[C:2]1[CH:3]=[CH:4][CH:5]=[CH:6][CH:7]=1. The catalyst class is: 7. (9) Reactant: Cl[C:2]1[C:10]2[C:6](=[N:7][O:8][N:9]=2)[C:5]([N+:11]([O-:13])=[O:12])=[CH:4][CH:3]=1.CN(C=O)C.C(=O)([O-])[O-].[K+].[K+].[SH:25][C:26]1[CH:27]=[CH:28][CH:29]=[C:30]2[C:35]=1[N:34]=[CH:33][CH:32]=[CH:31]2. Product: [N+:11]([C:5]1[C:6]2=[N:7][O:8][N:9]=[C:10]2[C:2]([S:25][C:26]2[CH:27]=[CH:28][CH:29]=[C:30]3[C:35]=2[N:34]=[CH:33][CH:32]=[CH:31]3)=[CH:3][CH:4]=1)([O-:13])=[O:12]. The catalyst class is: 6. (10) Reactant: [CH3:1][C:2]1([CH3:20])[CH2:7][CH:6]([CH:8]=[CH:9][CH2:10][CH2:11][O:12]CC2C=CC=CC=2)[CH2:5][CH2:4][O:3]1. Product: [CH3:1][C:2]1([CH3:20])[CH2:7][CH:6]([CH2:8][CH2:9][CH2:10][CH2:11][OH:12])[CH2:5][CH2:4][O:3]1. The catalyst class is: 153.